Dataset: Full USPTO retrosynthesis dataset with 1.9M reactions from patents (1976-2016). Task: Predict the reactants needed to synthesize the given product. (1) Given the product [C:40]([N:23]1[CH2:24][CH2:25][C:20]2[N:19]([CH:26]3[CH2:31][CH2:30][NH:29][C:28](=[O:32])[CH2:27]3)[N:18]=[C:17]([N:13]3[C:14]4[C:9](=[CH:8][C:7]([C:5]5[CH:4]=[N:3][N:2]([CH3:1])[CH:6]=5)=[CH:16][CH:15]=4)[CH2:10][CH2:11][CH2:12]3)[C:21]=2[CH2:22]1)(=[O:42])[CH3:41], predict the reactants needed to synthesize it. The reactants are: [CH3:1][N:2]1[CH:6]=[C:5]([C:7]2[CH:8]=[C:9]3[C:14](=[CH:15][CH:16]=2)[N:13]([C:17]2[C:21]4[CH2:22][NH:23][CH2:24][CH2:25][C:20]=4[N:19]([CH:26]4[CH2:31][CH2:30][NH:29][C:28](=[O:32])[CH2:27]4)[N:18]=2)[CH2:12][CH2:11][CH2:10]3)[CH:4]=[N:3]1.C(N(CC)CC)C.[C:40](OC(=O)C)(=[O:42])[CH3:41]. (2) Given the product [C:4]([C:3](=[N:2][O:1][CH2:25][C:21]1[N:20]=[C:19]([NH:18][C:17](=[O:27])[O:16][C:12]([CH3:14])([CH3:13])[CH3:15])[CH:24]=[CH:23][CH:22]=1)[C:6]1[CH:7]=[N:8][CH:9]=[CH:10][CH:11]=1)#[N:5], predict the reactants needed to synthesize it. The reactants are: [OH:1]/[N:2]=[C:3](/[C:6]1[CH:7]=[N:8][CH:9]=[CH:10][CH:11]=1)\[C:4]#[N:5].[C:12]([O:16][C:17](=[O:27])[NH:18][C:19]1[CH:24]=[CH:23][CH:22]=[C:21]([CH2:25]Cl)[N:20]=1)([CH3:15])([CH3:14])[CH3:13].[I-].[K+].C(=O)([O-])[O-].[Cs+].[Cs+]. (3) The reactants are: [OH-].[Na+].[F:3][C:4]1[CH:41]=[CH:40][C:7]([CH2:8][O:9][C:10]2[CH:15]=[C:14]([CH2:16][CH2:17][C:18]([O:20]C)=[O:19])[CH:13]=[CH:12][C:11]=2[C:22]2[CH:27]=[CH:26][CH:25]=[C:24]([N:28]([CH3:39])[C:29]([NH:31][CH2:32][CH2:33][CH2:34][CH2:35][CH2:36][CH2:37][CH3:38])=[O:30])[CH:23]=2)=[CH:6][CH:5]=1. Given the product [F:3][C:4]1[CH:5]=[CH:6][C:7]([CH2:8][O:9][C:10]2[CH:15]=[C:14]([CH2:16][CH2:17][C:18]([OH:20])=[O:19])[CH:13]=[CH:12][C:11]=2[C:22]2[CH:27]=[CH:26][CH:25]=[C:24]([N:28]([CH3:39])[C:29]([NH:31][CH2:32][CH2:33][CH2:34][CH2:35][CH2:36][CH2:37][CH3:38])=[O:30])[CH:23]=2)=[CH:40][CH:41]=1, predict the reactants needed to synthesize it. (4) Given the product [NH2:1][C:4]1[C:5]([S:10]([NH2:13])(=[O:12])=[O:11])=[N:6][CH:7]=[CH:8][CH:9]=1, predict the reactants needed to synthesize it. The reactants are: [N+:1]([C:4]1[C:5]([S:10]([NH2:13])(=[O:12])=[O:11])=[N:6][CH:7]=[CH:8][CH:9]=1)([O-])=O.[Cl-].[NH4+].C(OCC)(=O)C. (5) Given the product [CH3:25][O:24][C:21]1[CH:22]=[CH:23][C:18]([CH2:17][N:16]([CH2:26][C:27]2[CH:32]=[CH:31][C:30]([O:33][CH3:34])=[CH:29][CH:28]=2)[C:11]2[N:12]=[C:13]([CH3:15])[N:14]=[C:9]([C:4]3[CH:3]=[C:2]([CH2:48][N:45]4[CH2:46][CH2:47][N:42]([C:40]([O:39][C:35]([CH3:38])([CH3:37])[CH3:36])=[O:41])[CH2:43][C@@H:44]4[CH3:53])[CH:7]=[N:6][C:5]=3[F:8])[N:10]=2)=[CH:19][CH:20]=1, predict the reactants needed to synthesize it. The reactants are: Cl[C:2]1[CH:3]=[C:4]([C:9]2[N:14]=[C:13]([CH3:15])[N:12]=[C:11]([N:16]([CH2:26][C:27]3[CH:32]=[CH:31][C:30]([O:33][CH3:34])=[CH:29][CH:28]=3)[CH2:17][C:18]3[CH:23]=[CH:22][C:21]([O:24][CH3:25])=[CH:20][CH:19]=3)[N:10]=2)[C:5]([F:8])=[N:6][CH:7]=1.[C:35]([O:39][C:40]([N:42]1[CH2:47][CH2:46][N:45]([CH2:48][B-](F)(F)F)[C@@H:44]([CH3:53])[CH2:43]1)=[O:41])([CH3:38])([CH3:37])[CH3:36].[K+].C1(P(C2CCCCC2)C2C=CC=CC=2C2C(C(C)C)=CC(C(C)C)=CC=2C(C)C)CCCCC1.C(=O)([O-])[O-].[Cs+].[Cs+]. (6) Given the product [C:13]([O:17][C:18]([N:20]1[CH2:21][CH:22]=[C:23]([O:26][S:34]([C:37]([F:40])([F:39])[F:38])(=[O:36])=[O:35])[CH2:24][CH2:25]1)=[O:19])([CH3:16])([CH3:14])[CH3:15], predict the reactants needed to synthesize it. The reactants are: C(NC(C)C)(C)C.C([Li])CCC.[C:13]([O:17][C:18]([N:20]1[CH2:25][CH2:24][C:23](=[O:26])[CH2:22][CH2:21]1)=[O:19])([CH3:16])([CH3:15])[CH3:14].C1C=CC(N([S:34]([C:37]([F:40])([F:39])[F:38])(=[O:36])=[O:35])[S:34]([C:37]([F:40])([F:39])[F:38])(=[O:36])=[O:35])=CC=1.C(=O)(O)[O-].[Na+].